This data is from NCI-60 drug combinations with 297,098 pairs across 59 cell lines. The task is: Regression. Given two drug SMILES strings and cell line genomic features, predict the synergy score measuring deviation from expected non-interaction effect. (1) Drug 1: CC1CCC2CC(C(=CC=CC=CC(CC(C(=O)C(C(C(=CC(C(=O)CC(OC(=O)C3CCCCN3C(=O)C(=O)C1(O2)O)C(C)CC4CCC(C(C4)OC)O)C)C)O)OC)C)C)C)OC. Drug 2: C1CN(CCN1C(=O)CCBr)C(=O)CCBr. Cell line: SF-268. Synergy scores: CSS=18.6, Synergy_ZIP=-2.77, Synergy_Bliss=-0.343, Synergy_Loewe=-5.05, Synergy_HSA=1.24. (2) Drug 1: C1=CC(=CC=C1CCC2=CNC3=C2C(=O)NC(=N3)N)C(=O)NC(CCC(=O)O)C(=O)O. Drug 2: CS(=O)(=O)OCCCCOS(=O)(=O)C. Cell line: SK-MEL-2. Synergy scores: CSS=15.4, Synergy_ZIP=-0.864, Synergy_Bliss=6.12, Synergy_Loewe=-33.4, Synergy_HSA=2.99. (3) Drug 1: CCCCCOC(=O)NC1=NC(=O)N(C=C1F)C2C(C(C(O2)C)O)O. Drug 2: C1CC(=O)NC(=O)C1N2C(=O)C3=CC=CC=C3C2=O. Cell line: DU-145. Synergy scores: CSS=-7.37, Synergy_ZIP=1.84, Synergy_Bliss=-0.859, Synergy_Loewe=-4.80, Synergy_HSA=-6.40.